This data is from Reaction yield outcomes from USPTO patents with 853,638 reactions. The task is: Predict the reaction yield, written as a fraction of the theoretical maximum amount of product (1.0 means a 100% yield; for example, 0.34 means a 34% yield). (1) The reactants are [CH3:1][O:2][C:3]1[CH:4]=[C:5]([CH:22]=[CH:23][C:24]=1[N+:25]([O-])=O)[C:6]([NH:8][C:9]1[CH:14]=[CH:13][C:12]([O:15][CH3:16])=[C:11]([NH:17][S:18]([CH3:21])(=[O:20])=[O:19])[CH:10]=1)=[O:7].[CH3:28][S:29](Cl)(=[O:31])=[O:30].Cl. The catalyst is CO.[Pd].N1C=CC=CC=1. The product is [CH3:28][S:29]([NH:25][C:24]1[CH:23]=[CH:22][C:5]([C:6]([NH:8][C:9]2[CH:14]=[CH:13][C:12]([O:15][CH3:16])=[C:11]([NH:17][S:18]([CH3:21])(=[O:20])=[O:19])[CH:10]=2)=[O:7])=[CH:4][C:3]=1[O:2][CH3:1])(=[O:31])=[O:30]. The yield is 0.860. (2) The reactants are [F:1][C:2]1[CH:3]=[CH:4][CH:5]=[C:6]2[C:10]=1[NH:9][C:8](=[O:11])[C:7]12[CH2:13][CH2:12]1.C([O-])(=O)C.[Na+].[Br:19]Br. The catalyst is C(Cl)Cl.CCOCC. The product is [Br:19][C:4]1[CH:5]=[C:6]2[C:10](=[C:2]([F:1])[CH:3]=1)[NH:9][C:8](=[O:11])[C:7]12[CH2:13][CH2:12]1. The yield is 0.820.